Dataset: Reaction yield outcomes from USPTO patents with 853,638 reactions. Task: Predict the reaction yield, written as a fraction of the theoretical maximum amount of product (1.0 means a 100% yield; for example, 0.34 means a 34% yield). (1) The reactants are C1([NH:7][C:8]([C:10]2[C:11](=[O:22])[N:12]([CH3:21])[C:13]3[C:18]([C:19]=2O)=[CH:17][CH:16]=[CH:15][CH:14]=3)=O)CCCCC1.P(Cl)(Cl)([Cl:25])=O. No catalyst specified. The product is [Cl:25][C:19]1[C:18]2[C:13](=[CH:14][CH:15]=[CH:16][CH:17]=2)[N:12]([CH3:21])[C:11](=[O:22])[C:10]=1[C:8]#[N:7]. The yield is 0.820. (2) The reactants are [Cl:1][C:2]1[C:3]([C:8]2[CH:14]=[C:13]([O:15][C:16]3[CH:21]=[CH:20][C:19]([S:22]([CH3:25])(=[O:24])=[O:23])=[CH:18][CH:17]=3)[C:11]([NH2:12])=[C:10]([CH3:26])[CH:9]=2)=[N:4][CH:5]=[CH:6][CH:7]=1.C([O-])(=O)C.[K+].C(OC(=O)C)(=O)C.[N:39](OCCC(C)C)=O.C(=O)([O-])[O-].[K+].[K+]. The catalyst is C(OCC)(=O)C.CO.C1(C)C=CC=CC=1. The product is [Cl:1][C:2]1[C:3]([C:8]2[CH:9]=[C:10]3[C:11](=[C:13]([O:15][C:16]4[CH:17]=[CH:18][C:19]([S:22]([CH3:25])(=[O:24])=[O:23])=[CH:20][CH:21]=4)[CH:14]=2)[NH:12][N:39]=[CH:26]3)=[N:4][CH:5]=[CH:6][CH:7]=1. The yield is 0.720. (3) The reactants are [CH2:1]([O:5][C:6]1[C:18]([O:19][CH3:20])=[CH:17][CH:16]=[CH:15][C:7]=1[CH2:8][N:9]([CH3:14])[C:10](=[O:13])[CH:11]=[CH2:12])[CH:2]([CH3:4])[CH3:3].C(N(C(C)C)CC)(C)C.Br[C:31]1[CH:32]=[C:33]2[C:38](=[N:39][CH:40]=1)[NH:37][C:36](=[O:41])[CH2:35][CH2:34]2.CC1C=CC=CC=1P(C1C=CC=CC=1C)C1C=CC=CC=1C. The catalyst is C(#N)CC.CN(C=O)C.C(Cl)Cl.CC([O-])=O.CC([O-])=O.[Pd+2]. The product is [CH2:1]([O:5][C:6]1[C:18]([O:19][CH3:20])=[CH:17][CH:16]=[CH:15][C:7]=1[CH2:8][N:9]([CH3:14])[C:10](=[O:13])/[CH:11]=[CH:12]/[C:31]1[CH:40]=[N:39][C:38]2[NH:37][C:36](=[O:41])[CH2:35][CH2:34][C:33]=2[CH:32]=1)[CH:2]([CH3:3])[CH3:4]. The yield is 0.320. (4) The reactants are [CH3:1][C:2]1[CH2:7][C:6]2([CH2:12][CH:11]([CH3:13])[CH2:10][C:9]([CH3:15])([CH3:14])[CH2:8]2)CO[CH:3]=1.[H][H].[CH:18]([OH:21])(C)C. The catalyst is [Ni]. The product is [CH3:1][CH:2]1[CH2:7][C:6]2([CH2:12][CH:11]([CH3:13])[CH2:10][C:9]([CH3:14])([CH3:15])[CH2:8]2)[O:21][CH2:18][CH2:3]1. The yield is 0.900. (5) The reactants are [CH:1]1([N:6]2[C:11]3[N:12]=[C:13]([S:16][CH3:17])[N:14]=[CH:15][C:10]=3[C:9]([CH3:18])=[C:8](I)[C:7]2=[O:20])[CH2:5][CH2:4][CH2:3][CH2:2]1.C([Mg]Cl)CC.CN(P(N(C)C)(N(C)C)=O)C.[CH:37](=[O:44])[C:38]1[CH:43]=[CH:42][CH:41]=[CH:40][CH:39]=1. The catalyst is C1COCC1.O. The product is [CH:1]1([N:6]2[C:11]3[N:12]=[C:13]([S:16][CH3:17])[N:14]=[CH:15][C:10]=3[C:9]([CH3:18])=[C:8]([CH:37]([OH:44])[C:38]3[CH:43]=[CH:42][CH:41]=[CH:40][CH:39]=3)[C:7]2=[O:20])[CH2:5][CH2:4][CH2:3][CH2:2]1. The yield is 0.850. (6) The reactants are [OH:1][C:2]1[C:3]2[CH2:24][N:23]([C:25]([O:27][C:28]([CH3:31])([CH3:30])[CH3:29])=[O:26])[CH2:22][CH2:21][C:4]=2[N:5]=[C:6]([NH:8][C:9]2[CH:14]=[CH:13][C:12]([C:15]3[CH:16]=[N:17][N:18]([CH3:20])[CH:19]=3)=[CH:11][CH:10]=2)[N:7]=1.N1CCCN2CCCCCC=12.[F:43][C:44]([F:63])([F:62])[S:45](N(C1C=CC=CC=1)[S:45]([C:44]([F:63])([F:62])[F:43])(=[O:47])=[O:46])(=[O:47])=[O:46]. The catalyst is ClCCl.CN(C)C1C=CN=CC=1. The product is [CH3:20][N:18]1[CH:19]=[C:15]([C:12]2[CH:13]=[CH:14][C:9]([NH:8][C:6]3[N:7]=[C:2]([O:1][S:45]([C:44]([F:63])([F:62])[F:43])(=[O:47])=[O:46])[C:3]4[CH2:24][N:23]([C:25]([O:27][C:28]([CH3:31])([CH3:30])[CH3:29])=[O:26])[CH2:22][CH2:21][C:4]=4[N:5]=3)=[CH:10][CH:11]=2)[CH:16]=[N:17]1. The yield is 0.780.